Dataset: Peptide-MHC class I binding affinity with 185,985 pairs from IEDB/IMGT. Task: Regression. Given a peptide amino acid sequence and an MHC pseudo amino acid sequence, predict their binding affinity value. This is MHC class I binding data. The peptide sequence is FMVFLQTHI. The MHC is HLA-A68:02 with pseudo-sequence HLA-A68:02. The binding affinity (normalized) is 0.536.